From a dataset of Reaction yield outcomes from USPTO patents with 853,638 reactions. Predict the reaction yield, written as a fraction of the theoretical maximum amount of product (1.0 means a 100% yield; for example, 0.34 means a 34% yield). (1) The reactants are NO.[C:3]([C:6]1[CH:35]=[CH:34][C:9]([O:10][CH2:11][C:12]2[CH:17]=[CH:16][C:15]([CH:18]([O:27][CH:28]3[CH2:33][CH2:32][CH2:31][CH2:30][O:29]3)[C:19]3[CH:20]=[C:21]([CH:24]=[CH:25][CH:26]=3)[C:22]#[N:23])=[CH:14][CH:13]=2)=[C:8]([CH2:36][CH2:37][CH3:38])[C:7]=1[OH:39])(=[O:5])[CH3:4].[N:40]1C=CC=CC=1.Cl[C:47]([O:49]CC(CC)CCCC)=[O:48]. The catalyst is C(O)C.Cl.CO.O. The product is [C:3]([C:6]1[CH:35]=[CH:34][C:9]([O:10][CH2:11][C:12]2[CH:17]=[CH:16][C:15]([CH:18]([O:27][CH:28]3[CH2:33][CH2:32][CH2:31][CH2:30][O:29]3)[C:19]3[CH:20]=[C:21]([C:22]4[NH:40][C:47](=[O:48])[O:49][N:23]=4)[CH:24]=[CH:25][CH:26]=3)=[CH:14][CH:13]=2)=[C:8]([CH2:36][CH2:37][CH3:38])[C:7]=1[OH:39])(=[O:5])[CH3:4]. The yield is 0.0240. (2) The reactants are [CH3:1][O:2][C:3]([C:5]1([C:8]2[CH:13]=[C:12]([I:14])[C:11]([OH:15])=[C:10]([I:16])[CH:9]=2)[CH2:7][CH2:6]1)=[O:4].Cl[CH2:18][C:19]([CH3:21])=[CH2:20].C([O-])([O-])=O.[K+].[K+]. The catalyst is CC(C)=O.[Na+].[I-]. The product is [CH3:1][O:2][C:3]([C:5]1([C:8]2[CH:9]=[C:10]([I:16])[C:11]([O:15][CH2:20][C:19]([CH3:21])=[CH2:18])=[C:12]([I:14])[CH:13]=2)[CH2:7][CH2:6]1)=[O:4]. The yield is 0.970. (3) The reactants are [CH3:1][C:2]1([C:5]([OH:7])=O)[CH2:4][CH2:3]1.C(Cl)CCl.C1C=CC2N(O)N=NC=2C=1.CCN(CC)CC.[CH2:29]([O:31][C:32]([CH:34]1[CH2:39][CH2:38][NH:37][CH2:36][CH2:35]1)=[O:33])[CH3:30]. The catalyst is C(Cl)Cl. The product is [CH2:29]([O:31][C:32]([CH:34]1[CH2:39][CH2:38][N:37]([C:5]([C:2]2([CH3:1])[CH2:4][CH2:3]2)=[O:7])[CH2:36][CH2:35]1)=[O:33])[CH3:30]. The yield is 0.920. (4) The reactants are [Cl:1][C:2]1[C:3]([F:11])=[C:4]([CH:8]=[CH:9][N:10]=1)C(O)=O.C([N:14]([CH2:17]C)CC)C.C1(P(N=[N+]=[N-])(C2C=CC=CC=2)=[O:26])C=CC=CC=1.[CH3:36][C:37]([OH:40])([CH3:39])[CH3:38]. The catalyst is C1(C)C=CC=CC=1. The product is [C:37]([O:40][C:17](=[O:26])[NH:14][C:4]1[CH:8]=[CH:9][N:10]=[C:2]([Cl:1])[C:3]=1[F:11])([CH3:39])([CH3:38])[CH3:36]. The yield is 0.710. (5) The reactants are [CH3:1][C:2]1[C:6]([CH2:7][N:8]2[CH:12]=[C:11]([N:13]3[C:17](=[O:18])[CH2:16][NH:15][C:14]3=[O:19])[CH:10]=[N:9]2)=[C:5]([CH3:20])[O:4][N:3]=1.Br[CH2:22][C:23]1[CH:24]=[C:25]([CH:28]=[CH:29][CH:30]=1)[C:26]#[N:27]. No catalyst specified. The product is [CH3:1][C:2]1[C:6]([CH2:7][N:8]2[CH:12]=[C:11]([N:13]3[C:17](=[O:18])[CH2:16][N:15]([CH2:22][C:23]4[CH:24]=[C:25]([CH:28]=[CH:29][CH:30]=4)[C:26]#[N:27])[C:14]3=[O:19])[CH:10]=[N:9]2)=[C:5]([CH3:20])[O:4][N:3]=1. The yield is 0.210. (6) The reactants are [N+:1]([C:4]1[CH:12]=[C:11]2[C:7]([CH:8]=[CH:9][NH:10]2)=[CH:6][CH:5]=1)([O-:3])=[O:2].CCN(C(C)C)C(C)C.[C:22](Br)([CH3:25])([CH3:24])[CH3:23]. The catalyst is CCCC[N+](CCCC)(CCCC)CCCC.[I-].C1(C)C=CC=CC=1.[O-]S(C(F)(F)F)(=O)=O.[Zn+2].[O-]S(C(F)(F)F)(=O)=O. The product is [C:22]([C:8]1[C:7]2[C:11](=[CH:12][C:4]([N+:1]([O-:3])=[O:2])=[CH:5][CH:6]=2)[NH:10][CH:9]=1)([CH3:25])([CH3:24])[CH3:23]. The yield is 0.190. (7) The yield is 0.880. The catalyst is C1COCC1. The product is [C:1]([NH:5][C:6](=[O:7])[C:8]1[CH:9]=[C:10]([O:21][C:29]2[C:30]([N+:37]([O-:39])=[O:38])=[CH:31][CH:32]=[C:33]([F:36])[C:34]=2[F:35])[CH:11]=[C:12]([C:14]([NH:15][C:16]([CH3:19])([CH3:18])[CH3:17])=[O:20])[CH:13]=1)([CH3:4])([CH3:2])[CH3:3]. The reactants are [C:1]([NH:5][C:6]([C:8]1[CH:9]=[C:10]([OH:21])[CH:11]=[C:12]([C:14](=[O:20])[NH:15][C:16]([CH3:19])([CH3:18])[CH3:17])[CH:13]=1)=[O:7])([CH3:4])([CH3:3])[CH3:2].CC(C)([O-])C.[K+].F[C:29]1[C:34]([F:35])=[C:33]([F:36])[CH:32]=[CH:31][C:30]=1[N+:37]([O-:39])=[O:38]. (8) The product is [N:1]1([C:7]2[CH:8]=[CH:9][C:10]([NH:13][C:14]([C:16]3[NH:17][C:18]4[C:23]([C:24](=[O:26])[CH:25]=3)=[CH:22][C:21]([O:35][CH3:36])=[CH:20][C:19]=4[N:37]3[CH2:43][CH2:42][CH2:41][N:40]([CH3:44])[CH2:39][CH2:38]3)=[O:15])=[CH:11][CH:12]=2)[CH2:6][CH2:5][O:4][CH2:3][CH2:2]1. The reactants are [N:1]1([C:7]2[CH:12]=[CH:11][C:10]([NH:13][C:14]([C:16]3[CH:25]=[C:24]([O:26]COCC[Si](C)(C)C)[C:23]4[C:18](=[C:19]([N:37]5[CH2:43][CH2:42][CH2:41][N:40]([CH3:44])[CH2:39][CH2:38]5)[CH:20]=[C:21]([O:35][CH3:36])[CH:22]=4)[N:17]=3)=[O:15])=[CH:9][CH:8]=2)[CH2:6][CH2:5][O:4][CH2:3][CH2:2]1.Cl.[OH-].[Na+]. The catalyst is CO. The yield is 0.800. (9) The reactants are [Cl:1][C:2]1[N:3]=[C:4]([N:14]2[CH2:19][CH2:18][O:17][CH2:16][CH2:15]2)[C:5]2[S:10][C:9]([CH2:11][NH:12][CH3:13])=[CH:8][C:6]=2[N:7]=1.[CH2:20]([N:23]1[CH2:28][CH2:27][C:26](=O)[CH2:25][CH2:24]1)[CH2:21][CH3:22]. No catalyst specified. The product is [Cl:1][C:2]1[N:3]=[C:4]([N:14]2[CH2:19][CH2:18][O:17][CH2:16][CH2:15]2)[C:5]2[S:10][C:9]([CH2:11][N:12]([CH3:13])[CH:26]3[CH2:27][CH2:28][N:23]([CH2:20][CH2:21][CH3:22])[CH2:24][CH2:25]3)=[CH:8][C:6]=2[N:7]=1. The yield is 0.300. (10) The reactants are Br[C:2]1[CH:3]=[C:4]2[C:9](=[N:10][CH:11]=1)[N:8]=[C:7]([NH:12][C:13](=[O:18])[CH2:14][N:15]([CH3:17])[CH3:16])[CH:6]=[CH:5]2.[N:19]1[CH:24]=[CH:23][CH:22]=[CH:21][C:20]=1[C:25]1[C:26](B(O)O)=[C:27]2[CH2:32][CH2:31][CH2:30][N:28]2[N:29]=1.[F-].[K+].F[B-](F)(F)F.C([PH+](C(C)(C)C)C(C)(C)C)(C)(C)C. The catalyst is C1C=CC(/C=C/C(/C=C/C2C=CC=CC=2)=O)=CC=1.C1C=CC(/C=C/C(/C=C/C2C=CC=CC=2)=O)=CC=1.C1C=CC(/C=C/C(/C=C/C2C=CC=CC=2)=O)=CC=1.[Pd].[Pd].C1COCC1. The product is [CH3:16][N:15]([CH3:17])[CH2:14][C:13]([NH:12][C:7]1[CH:6]=[CH:5][C:4]2[C:9](=[N:10][CH:11]=[C:2]([C:26]3[C:25]([C:20]4[CH:21]=[CH:22][CH:23]=[CH:24][N:19]=4)=[N:29][N:28]4[CH2:30][CH2:31][CH2:32][C:27]=34)[CH:3]=2)[N:8]=1)=[O:18]. The yield is 0.0500.